From a dataset of Full USPTO retrosynthesis dataset with 1.9M reactions from patents (1976-2016). Predict the reactants needed to synthesize the given product. Given the product [C:2]1([CH2:12][C:13]2[NH:15][C:25](=[O:26])[C:24]([CH:23]([NH:22][C:19](=[O:21])[CH3:20])[CH3:31])=[N:17][N:14]=2)[C:11]2[C:6](=[CH:7][CH:8]=[CH:9][CH:10]=2)[CH:5]=[CH:4][CH:3]=1, predict the reactants needed to synthesize it. The reactants are: Cl.[C:2]1([CH2:12][C:13]([NH2:15])=[NH:14])[C:11]2[C:6](=[CH:7][CH:8]=[CH:9][CH:10]=2)[CH:5]=[CH:4][CH:3]=1.O.[NH2:17]N.[C:19]([NH:22][CH:23]([CH3:31])[C:24](=O)[C:25](OCC)=[O:26])(=[O:21])[CH3:20].